The task is: Predict the reactants needed to synthesize the given product.. This data is from Full USPTO retrosynthesis dataset with 1.9M reactions from patents (1976-2016). (1) Given the product [CH2:1]([NH:3][C:4](=[O:32])[NH:5][C:6]1[N:11]=[CH:10][C:9]([C:12]2[C:13]([O:34][CH3:33])=[N:14][CH:15]=[C:16]([C:18]([O:20][CH3:21])=[O:19])[CH:17]=2)=[C:8]([C:23]2[S:24][CH:25]=[C:26]([C:28]([F:31])([F:30])[F:29])[N:27]=2)[CH:7]=1)[CH3:2], predict the reactants needed to synthesize it. The reactants are: [CH2:1]([NH:3][C:4](=[O:32])[NH:5][C:6]1[N:11]=[CH:10][C:9]([C:12]2[C:13](F)=[N:14][CH:15]=[C:16]([C:18]([O:20][CH3:21])=[O:19])[CH:17]=2)=[C:8]([C:23]2[S:24][CH:25]=[C:26]([C:28]([F:31])([F:30])[F:29])[N:27]=2)[CH:7]=1)[CH3:2].[CH3:33][O-:34].[Na+].CO. (2) Given the product [F:1][C:2]1[CH:7]=[CH:6][C:5]([S:8]([N:11]([CH2:12][C:13]2[CH:14]=[CH:15][C:16]([C:17]([O:19][CH3:20])=[O:18])=[CH:21][CH:22]=2)[C@H:28]([C:27]2[CH:31]=[CH:32][C:24]([F:23])=[CH:25][CH:26]=2)[CH3:29])(=[O:10])=[O:9])=[CH:4][CH:3]=1, predict the reactants needed to synthesize it. The reactants are: [F:1][C:2]1[CH:7]=[CH:6][C:5]([S:8]([NH:11][CH2:12][C:13]2[CH:22]=[CH:21][C:16]([C:17]([O:19][CH3:20])=[O:18])=[CH:15][CH:14]=2)(=[O:10])=[O:9])=[CH:4][CH:3]=1.[F:23][C:24]1[CH:32]=[CH:31][C:27]([C@H:28](O)[CH3:29])=[CH:26][CH:25]=1. (3) Given the product [CH3:22][O:21][N:19]([CH3:20])[C:17]([C:10]1[C:11](=[O:16])[C:12]([O:14][CH3:15])=[CH:13][N:8]([C:5]2[CH:6]=[CH:7][C:2]([N:25]3[CH:29]=[CH:28][CH:27]=[N:26]3)=[CH:3][C:4]=2[O:23][CH3:24])[N:9]=1)=[O:18], predict the reactants needed to synthesize it. The reactants are: I[C:2]1[CH:7]=[CH:6][C:5]([N:8]2[CH:13]=[C:12]([O:14][CH3:15])[C:11](=[O:16])[C:10]([C:17]([N:19]([O:21][CH3:22])[CH3:20])=[O:18])=[N:9]2)=[C:4]([O:23][CH3:24])[CH:3]=1.[NH:25]1[CH:29]=[CH:28][CH:27]=[N:26]1.C(=NO)C1C(=CC=CC=1)O.C([O-])([O-])=O.[Cs+].[Cs+]. (4) Given the product [CH2:9]([C@@H:10]1[CH2:11][O:12][C:7](=[O:6])[CH:8]1[C:13]([O:15][CH2:16][CH3:17])=[O:14])[CH:1]([CH3:3])[CH3:2], predict the reactants needed to synthesize it. The reactants are: [CH:1]([Mg]Cl)([CH3:3])[CH3:2].[O:6]=[C:7]1[O:12][CH2:11][C@@H:10]2[C@@:8]1([C:13]([O:15][CH2:16][CH3:17])=[O:14])[CH2:9]2. (5) Given the product [CH:30]1([C:20]([NH:19][C:10]([C:7]2[CH:6]=[C:5]([O:13][CH2:14][C:15]([F:18])([F:17])[F:16])[C:4]([CH:1]3[CH2:2][CH2:3]3)=[CH:9][N:8]=2)=[O:12])([CH3:29])[CH2:21][C:22]([O:24][C:25]([CH3:27])([CH3:26])[CH3:28])=[O:23])[CH2:32][CH2:31]1, predict the reactants needed to synthesize it. The reactants are: [CH:1]1([C:4]2[C:5]([O:13][CH2:14][C:15]([F:18])([F:17])[F:16])=[CH:6][C:7]([C:10]([OH:12])=O)=[N:8][CH:9]=2)[CH2:3][CH2:2]1.[NH2:19][C:20]([CH:30]1[CH2:32][CH2:31]1)([CH3:29])[CH2:21][C:22]([O:24][C:25]([CH3:28])([CH3:27])[CH3:26])=[O:23]. (6) Given the product [CH:16]1([C@H:15]2[N:10]([C:9]3[CH:8]=[C:7]([C:26]#[C:27][C:28]([CH3:30])([CH3:29])[CH3:31])[S:6][C:5]=3[C:3]([OH:2])=[O:4])[C:11](=[O:25])[C@@H:12]([CH2:22][CH2:23][CH2:24][OH:41])[O:13][CH2:14]2)[CH2:17][CH2:18][CH2:19][CH2:20][CH2:21]1.[CH:16]1([C@H:15]2[N:10]([C:9]3[CH:8]=[C:7]([C:26]#[C:27][C:28]([CH3:30])([CH3:29])[CH3:31])[S:6][C:5]=3[C:3]([OH:2])=[O:4])[C:11](=[O:25])[C@H:12]([CH2:22][CH2:23][CH2:24][OH:41])[O:13][CH2:14]2)[CH2:17][CH2:18][CH2:19][CH2:20][CH2:21]1, predict the reactants needed to synthesize it. The reactants are: C[O:2][C:3]([C:5]1[S:6][C:7]([C:26]#[C:27][C:28]([CH3:31])([CH3:30])[CH3:29])=[CH:8][C:9]=1[N:10]1[CH:15]([CH:16]2[CH2:21][CH2:20][CH2:19][CH2:18][CH2:17]2)[CH2:14][O:13][C@H:12]([CH2:22][CH:23]=[CH2:24])[C:11]1=[O:25])=[O:4].B1C2CCCC1CCC2.[OH-:41].[Na+].OO.